Dataset: Reaction yield outcomes from USPTO patents with 853,638 reactions. Task: Predict the reaction yield, written as a fraction of the theoretical maximum amount of product (1.0 means a 100% yield; for example, 0.34 means a 34% yield). (1) The reactants are [CH3:1][O:2][C:3]1[CH:4]=[C:5]2[CH:11]=[C:10]([CH3:12])[N:9](S(C3C=CC=CC=3)(=O)=O)[C:6]2=[N:7][CH:8]=1.[OH-].[Na+].O. The catalyst is CO. The product is [CH3:1][O:2][C:3]1[CH:4]=[C:5]2[CH:11]=[C:10]([CH3:12])[NH:9][C:6]2=[N:7][CH:8]=1. The yield is 0.910. (2) The reactants are FC(F)(F)C(OC(=O)C(F)(F)F)=[O:4].[Cl:14][C:15]1[CH:20]=[N+:19]([O-])[C:18]([C:22]([O:24][CH2:25][CH3:26])=[O:23])=[CH:17][CH:16]=1.O.C(=O)(O)[O-].[Na+]. The catalyst is CN(C)C=O. The product is [Cl:14][C:15]1[CH:16]=[CH:17][C:18]([C:22]([O:24][CH2:25][CH3:26])=[O:23])=[N:19][C:20]=1[OH:4]. The yield is 0.750. (3) The reactants are [C:1]([O:9][CH2:10][C@:11]12[CH2:37][CH2:36][C@@H:35]([C:38]([CH3:40])=[CH2:39])[C@@H:12]1[C@@H:13]1[C@@:26]([CH3:29])([CH2:27][CH2:28]2)[C@@:25]2([CH3:30])[C@@H:16]([C@:17]3([CH3:34])[C@@H:22]([CH2:23][CH2:24]2)[C:21]([CH3:32])([CH3:31])[C:20](=[O:33])[CH2:19][CH2:18]3)[CH2:15][CH2:14]1)(=[O:8])[C:2]1[CH:7]=[CH:6][CH:5]=[CH:4][CH:3]=1.C[Si]([N-][Si](C)(C)C)(C)C.[K+].C1C=CC(N([S:58]([C:61]([F:64])([F:63])[F:62])(=[O:60])=[O:59])[S:58]([C:61]([F:64])([F:63])[F:62])(=[O:60])=[O:59])=CC=1. The catalyst is C1COCC1.C1(C)C=CC=CC=1.O. The product is [C:1]([O:9][CH2:10][C@:11]12[CH2:37][CH2:36][C@@H:35]([C:38]([CH3:40])=[CH2:39])[C@@H:12]1[C@@H:13]1[C@@:26]([CH3:29])([CH2:27][CH2:28]2)[C@@:25]2([CH3:30])[C@@H:16]([C@:17]3([CH3:34])[C@@H:22]([CH2:23][CH2:24]2)[C:21]([CH3:31])([CH3:32])[C:20]([O:33][S:58]([C:61]([F:64])([F:63])[F:62])(=[O:60])=[O:59])=[CH:19][CH2:18]3)[CH2:15][CH2:14]1)(=[O:8])[C:2]1[CH:3]=[CH:4][CH:5]=[CH:6][CH:7]=1. The yield is 0.780. (4) The reactants are [Cl:1][C:2]1[CH:14]=[N:13][C:5]2[NH:6][C:7]3[CH2:12][CH2:11][NH:10][CH2:9][C:8]=3[C:4]=2[CH:3]=1.CCN(C(C)C)C(C)C.[Cl:24][C:25]1[CH:33]=[CH:32][CH:31]=[CH:30][C:26]=1[C:27](Cl)=[O:28].Cl.CCOCC. The catalyst is C1COCC1. The product is [ClH:1].[Cl:24][C:25]1[CH:33]=[CH:32][CH:31]=[CH:30][C:26]=1[C:27]([N:10]1[CH2:11][CH2:12][C:7]2[NH:6][C:5]3[N:13]=[CH:14][C:2]([Cl:1])=[CH:3][C:4]=3[C:8]=2[CH2:9]1)=[O:28]. The yield is 0.510. (5) The reactants are [C:1]1([C:7]2[CH:12]=[C:11]([C:13]3[CH:18]=[CH:17][CH:16]=[CH:15][CH:14]=3)[N:10]=[C:9]([O:19][CH2:20][CH2:21][CH2:22][CH2:23][C:24]([C:27]3[N:31]([CH2:32][CH2:33][CH2:34][CH2:35][C:36]([O:38]CC)=[O:37])[N:30]=[N:29][N:28]=3)([CH3:26])[CH3:25])[CH:8]=2)[CH:6]=[CH:5][CH:4]=[CH:3][CH:2]=1.[Li+].[OH-]. The catalyst is C1COCC1. The product is [C:1]1([C:7]2[CH:12]=[C:11]([C:13]3[CH:14]=[CH:15][CH:16]=[CH:17][CH:18]=3)[N:10]=[C:9]([O:19][CH2:20][CH2:21][CH2:22][CH2:23][C:24]([C:27]3[N:31]([CH2:32][CH2:33][CH2:34][CH2:35][C:36]([OH:38])=[O:37])[N:30]=[N:29][N:28]=3)([CH3:26])[CH3:25])[CH:8]=2)[CH:2]=[CH:3][CH:4]=[CH:5][CH:6]=1. The yield is 0.983. (6) The reactants are [CH:1]([C:5]1[CH:10]=[C:9]([CH3:11])[NH:8][C:7](=[O:12])[C:6]=1[C:13]#[N:14])([CH2:3][CH3:4])[CH3:2].N. The catalyst is CO.[Ni]. The product is [CH:1]([C:5]1[CH:10]=[C:9]([CH3:11])[NH:8][C:7](=[O:12])[C:6]=1[CH2:13][NH2:14])([CH2:3][CH3:4])[CH3:2]. The yield is 0.280. (7) The reactants are [CH3:1][C:2]1[CH:3]=[C:4]([CH:8]=[CH:9][C:10]=1[C:11]([N:13]1[CH2:17][CH2:16][CH2:15][CH2:14]1)=[O:12])[C:5]([OH:7])=O.CN(C(ON1N=NC2C=CC=CC1=2)=[N+](C)C)C.[B-](F)(F)(F)F.C(N(C(C)C)CC)(C)C.[CH2:49]([O:56][C:57]([NH:59][CH2:60][CH2:61][CH2:62][CH2:63][C@H:64]([NH2:75])[C:65]1[NH:69][C:68]2[CH:70]=[CH:71][C:72]([Cl:74])=[CH:73][C:67]=2[N:66]=1)=[O:58])[C:50]1[CH:55]=[CH:54][CH:53]=[CH:52][CH:51]=1.ClCl. The catalyst is O1CCCC1.ClCCl.CO. The product is [CH2:49]([O:56][C:57]([NH:59][CH2:60][CH2:61][CH2:62][CH2:63][C@H:64]([NH:75][C:5](=[O:7])[C:4]1[CH:8]=[CH:9][C:10]([C:11]([N:13]2[CH2:17][CH2:16][CH2:15][CH2:14]2)=[O:12])=[C:2]([CH3:1])[CH:3]=1)[C:65]1[NH:69][C:68]2[CH:70]=[CH:71][C:72]([Cl:74])=[CH:73][C:67]=2[N:66]=1)=[O:58])[C:50]1[CH:51]=[CH:52][CH:53]=[CH:54][CH:55]=1. The yield is 0.710.